This data is from Full USPTO retrosynthesis dataset with 1.9M reactions from patents (1976-2016). The task is: Predict the reactants needed to synthesize the given product. (1) Given the product [Cl:21][C:22]1[C:29]([O:30][CH3:31])=[CH:28][CH:27]=[CH:26][C:23]=1[CH:24]([OH:25])[C:4]1[CH:3]=[C:2]([F:1])[CH:7]=[CH:6][C:5]=1[NH:8][C:9](=[O:15])[O:10][C:11]([CH3:12])([CH3:14])[CH3:13], predict the reactants needed to synthesize it. The reactants are: [F:1][C:2]1[CH:7]=[CH:6][C:5]([NH:8][C:9](=[O:15])[O:10][C:11]([CH3:14])([CH3:13])[CH3:12])=[CH:4][CH:3]=1.C([Li])(CC)C.[Cl:21][C:22]1[C:29]([O:30][CH3:31])=[CH:28][CH:27]=[CH:26][C:23]=1[CH:24]=[O:25].[Cl-].[NH4+]. (2) The reactants are: Cl[C:2]1[C:11]2[N:12]=[CH:13][N:14]([CH2:15][C:16]([CH3:25])([O:18][CH2:19][CH2:20][S:21]([CH3:24])(=[O:23])=[O:22])[CH3:17])[C:10]=2[C:9]2[CH:8]=[CH:7][CH:6]=[CH:5][C:4]=2[N:3]=1.[NH3:26].C(=O)([O-])[O-].[Na+].[Na+]. Given the product [CH3:17][C:16]([O:18][CH2:19][CH2:20][S:21]([CH3:24])(=[O:23])=[O:22])([CH3:25])[CH2:15][N:14]1[C:10]2[C:9]3[CH:8]=[CH:7][CH:6]=[CH:5][C:4]=3[N:3]=[C:2]([NH2:26])[C:11]=2[N:12]=[CH:13]1, predict the reactants needed to synthesize it. (3) Given the product [Cl:1][C:2]1[CH:3]=[C:4]([C:8]2[CH:26]=[C:11]3[N:12]=[C:13]([CH3:25])[C:14]([C@H:19]([OH:24])[C:20]([O:22][CH3:23])=[O:21])=[C:15]([CH:16]([CH3:18])[CH3:17])[N:10]3[N:9]=2)[CH:5]=[CH:6][CH:7]=1, predict the reactants needed to synthesize it. The reactants are: [Cl:1][C:2]1[CH:3]=[C:4]([C:8]2[CH:26]=[C:11]3[N:12]=[C:13]([CH3:25])[C:14]([C:19](=[O:24])[C:20]([O:22][CH3:23])=[O:21])=[C:15]([CH:16]([CH3:18])[CH3:17])[N:10]3[N:9]=2)[CH:5]=[CH:6][CH:7]=1.CB1N2CCC[C@@H]2C(C2C=CC=CC=2)(C2C=CC=CC=2)O1.C1(C)C=CC=CC=1.C1COCC1. (4) Given the product [CH:1]1([C:4]([C:29]2[C:28]3[C:32](=[C:24]([CH2:23][S:22][CH3:21])[CH:25]=[CH:26][CH:27]=3)[NH:31][CH:30]=2)([C:7]2[CH:12]=[CH:11][C:10]([F:13])=[CH:9][CH:8]=2)[CH3:5])[CH2:3][CH2:2]1, predict the reactants needed to synthesize it. The reactants are: [CH:1]1([C:4]([C:7]2[CH:12]=[CH:11][C:10]([F:13])=[CH:9][CH:8]=2)(O)[CH3:5])[CH2:3][CH2:2]1.FC(F)(F)C(O)=O.[CH3:21][S:22][CH2:23][C:24]1[CH:25]=[CH:26][CH:27]=[C:28]2[C:32]=1[NH:31][CH:30]=[CH:29]2. (5) Given the product [Cl:32][C:29]1[CH:30]=[CH:31][C:22]([NH:21][C:9]([C:8]2[CH:12]=[CH:13][CH:14]=[C:6]([C:3]3[CH:4]=[CH:5][O:1][CH:2]=3)[CH:7]=2)=[O:11])=[C:23]([CH:28]=1)[C:24]([O:26][CH3:27])=[O:25], predict the reactants needed to synthesize it. The reactants are: [O:1]1[CH:5]=[CH:4][C:3]([C:6]2[CH:7]=[C:8]([CH:12]=[CH:13][CH:14]=2)[C:9]([OH:11])=O)=[CH:2]1.C(Cl)(=O)C(Cl)=O.[NH2:21][C:22]1[CH:31]=[CH:30][C:29]([Cl:32])=[CH:28][C:23]=1[C:24]([O:26][CH3:27])=[O:25].C(=O)([O-])O.[Na+]. (6) The reactants are: [Br:1][C:2]1[C:3]2[CH:4]=[C:5]3[CH:14]([CH2:15][C:16]([O:18]C)=[O:17])[CH2:13][CH2:12][N:6]3[C:7]=2[CH:8]=[C:9]([F:11])[CH:10]=1.[N:20]1[C:29]2[C:24](=[CH:25][CH:26]=[CH:27][CH:28]=2)[CH:23]=[CH:22][C:21]=1[C:30](Cl)=[O:31]. Given the product [Br:1][C:2]1[C:3]2[C:4]([C:30]([C:21]3[CH:22]=[CH:23][C:24]4[C:29](=[CH:28][CH:27]=[CH:26][CH:25]=4)[N:20]=3)=[O:31])=[C:5]3[CH:14]([CH2:15][C:16]([OH:18])=[O:17])[CH2:13][CH2:12][N:6]3[C:7]=2[CH:8]=[C:9]([F:11])[CH:10]=1, predict the reactants needed to synthesize it. (7) Given the product [CH2:1]([O:3][C:4]([CH:5]1[C:21]2([CH2:26][CH2:25][N:24]([CH2:27][C:28]3[CH:33]=[CH:32][CH:31]=[CH:30][CH:29]=3)[CH2:23][CH2:22]2)[S:34][CH2:35][CH2:36][N:6]1[S:7]([C:10]1[CH:15]=[CH:14][C:13]([O:16][CH2:17][C:18]#[C:19][CH3:20])=[CH:12][CH:11]=1)(=[O:9])=[O:8])=[O:38])[CH3:2], predict the reactants needed to synthesize it. The reactants are: [CH2:1]([O:3][C:4](=[O:38])[CH:5]([C:21]1([S:34][CH2:35][CH2:36]O)[CH2:26][CH2:25][N:24]([CH2:27][C:28]2[CH:33]=[CH:32][CH:31]=[CH:30][CH:29]=2)[CH2:23][CH2:22]1)[NH:6][S:7]([C:10]1[CH:15]=[CH:14][C:13]([O:16][CH2:17][C:18]#[C:19][CH3:20])=[CH:12][CH:11]=1)(=[O:9])=[O:8])[CH3:2].C(P(CCCC)CCCC)CCC.N(C(N1CCCCC1)=O)=NC(N1CCCCC1)=O. (8) Given the product [CH:10]1[C:11]2[N:12]([CH:14]3[C:23]4[C:18](=[CH:19][CH:20]=[CH:21][CH:22]=4)[N:17]([C:24](=[O:35])[C:25]4[CH:30]=[CH:29][C:28]([O:31][CH3:32])=[C:27]([O:33][CH3:34])[CH:26]=4)[CH:16]([CH2:36][CH2:37][CH2:38][CH2:39][C:40]([NH:51][CH3:50])=[O:41])[CH2:15]3)[C:13]3[C:5](=[CH:4][CH:3]=[CH:2][CH:1]=3)[C:6]=2[CH:7]=[CH:8][CH:9]=1, predict the reactants needed to synthesize it. The reactants are: [CH:1]1[C:13]2[N:12]([CH:14]3[C:23]4[C:18](=[CH:19][CH:20]=[CH:21][CH:22]=4)[N:17]([C:24](=[O:35])[C:25]4[CH:30]=[CH:29][C:28]([O:31][CH3:32])=[C:27]([O:33][CH3:34])[CH:26]=4)[CH:16]([CH2:36][CH2:37][CH2:38][CH2:39][C:40](O)=[O:41])[CH2:15]3)[C:11]3[C:6](=[CH:7][CH:8]=[CH:9][CH:10]=3)[C:5]=2[CH:4]=[CH:3][CH:2]=1.ClCCl.S(Cl)(Cl)=O.[CH3:50][NH2:51].CO.